Task: Predict the reaction yield, written as a fraction of the theoretical maximum amount of product (1.0 means a 100% yield; for example, 0.34 means a 34% yield).. Dataset: Reaction yield outcomes from USPTO patents with 853,638 reactions (1) The reactants are [CH2:1]([N:4]([CH2:15][CH:16]=[CH2:17])[CH2:5][C:6]([C:8]1[CH:13]=[CH:12][C:11]([F:14])=[CH:10][CH:9]=1)=O)[CH:2]=[CH2:3].C([O-])(=O)C.[Na+].Cl.[NH2:24][OH:25]. The catalyst is C(O)C. The product is [CH2:1]([N:4]([CH2:15][CH:16]=[CH2:17])[CH2:5][C:6]([C:8]1[CH:13]=[CH:12][C:11]([F:14])=[CH:10][CH:9]=1)=[N:24][OH:25])[CH:2]=[CH2:3]. The yield is 0.545. (2) The reactants are C(O[C:6](=O)[N:7](C)[C:8]1[S:12][C:11]([C:13]2[CH:14]=[N:15][CH:16]=[CH:17][CH:18]=2)=[N:10][C:9]=1[C:19]([F:22])([F:21])[F:20])(C)(C)C.FC(F)(F)C(O)=O. The catalyst is ClCCCl. The product is [CH3:6][NH:7][C:8]1[S:12][C:11]([C:13]2[CH:14]=[N:15][CH:16]=[CH:17][CH:18]=2)=[N:10][C:9]=1[C:19]([F:21])([F:20])[F:22]. The yield is 0.800. (3) The reactants are [CH2:1]1[C:7]2=[CH:8][C:9]3[CH:10]=[CH:11][CH:12]=[CH:13][C:14]=3[N:6]2[CH2:5][CH2:4][NH:3][CH2:2]1.C=O.[C:17]([BH3-])#N.[Na+]. The catalyst is CO. The product is [CH3:17][N:3]1[CH2:2][CH2:1][C:7]2=[CH:8][C:9]3[CH:10]=[CH:11][CH:12]=[CH:13][C:14]=3[N:6]2[CH2:5][CH2:4]1. The yield is 0.580. (4) The catalyst is O1CCOCC1.CC([O-])=O.CC([O-])=O.[Pd+2].C1(P(C2CCCCC2)C2C=CC3C(=CC=CC=3)C=2C2C3C(=CC=CC=3)C=CC=2OC)CCCCC1. The yield is 0.900. The reactants are Br[C:2]1[CH:3]=[CH:4][C:5]([CH3:17])=[C:6]([CH2:8][NH:9][C:10](=[O:16])[O:11][C:12]([CH3:15])([CH3:14])[CH3:13])[CH:7]=1.[O-]P([O-])([O-])=O.[K+].[K+].[K+].[CH3:26][C:27]([Si:30]([CH3:43])([CH3:42])[O:31][CH2:32][C:33]1[CH:34]=[C:35](B(O)O)[CH:36]=[CH:37][CH:38]=1)([CH3:29])[CH3:28]. The product is [CH3:29][C:27]([Si:30]([CH3:43])([CH3:42])[O:31][CH2:32][C:33]1[CH:34]=[C:35]([C:2]2[CH:3]=[CH:4][C:5]([CH3:17])=[C:6]([CH2:8][NH:9][C:10](=[O:16])[O:11][C:12]([CH3:15])([CH3:14])[CH3:13])[CH:7]=2)[CH:36]=[CH:37][CH:38]=1)([CH3:26])[CH3:28]. (5) The product is [CH3:1][C:2]1[S:6][C:5]([C:7]2[CH:12]=[N:11][CH:10]=[CH:9][N:8]=2)=[N:4][C:3]=1[O:13][S:23]([C:26]([F:29])([F:28])[F:27])(=[O:25])=[O:24]. The catalyst is C1COCC1. The yield is 0.362. The reactants are [CH3:1][C:2]1[S:6][C:5]([C:7]2[CH:12]=[N:11][CH:10]=[CH:9][N:8]=2)=[N:4][C:3]=1[OH:13].[H-].[Na+].C1C=CC(N([S:23]([C:26]([F:29])([F:28])[F:27])(=[O:25])=[O:24])[S:23]([C:26]([F:29])([F:28])[F:27])(=[O:25])=[O:24])=CC=1.O. (6) The product is [F:23][CH:8]([CH2:7][N:5]1[CH:6]=[C:2]([NH:1][C:31](=[O:32])[CH2:30][C:25]2[CH:26]=[CH:27][CH:28]=[CH:29][N:24]=2)[N:3]=[N:4]1)[CH2:9][CH2:10][N:11]1[CH:15]=[C:14]([C:16]([O:18][C:19]([CH3:20])([CH3:22])[CH3:21])=[O:17])[N:13]=[N:12]1. The yield is 0.600. The catalyst is CN(C=O)C.O. The reactants are [NH2:1][C:2]1[N:3]=[N:4][N:5]([CH2:7][CH:8]([F:23])[CH2:9][CH2:10][N:11]2[CH:15]=[C:14]([C:16]([O:18][C:19]([CH3:22])([CH3:21])[CH3:20])=[O:17])[N:13]=[N:12]2)[CH:6]=1.[N:24]1[CH:29]=[CH:28][CH:27]=[CH:26][C:25]=1[CH2:30][C:31](O)=[O:32].CN(C(ON1N=NC2C=CC=NC1=2)=[N+](C)C)C.F[P-](F)(F)(F)(F)F.CCN(C(C)C)C(C)C. (7) The yield is 0.930. No catalyst specified. The product is [CH3:18][O:19][C:20]([CH:21]1[CH2:25][CH2:24][CH2:23][N:22]1[C:11](=[O:13])[CH:10]([N:8]([C:6]([O:5][C:1]([CH3:2])([CH3:3])[CH3:4])=[O:7])[CH3:9])[CH:14]([CH3:16])[CH3:15])=[O:26]. The reactants are [C:1]([O:5][C:6]([N:8]([C@@H:10]([CH:14]([CH3:16])[CH3:15])[C:11]([OH:13])=O)[CH3:9])=[O:7])([CH3:4])([CH3:3])[CH3:2].Cl.[CH3:18][O:19][C:20](=[O:26])[C@@H:21]1[CH2:25][CH2:24][CH2:23][NH:22]1. (8) The reactants are [Cl:1][C:2]1[CH:7]=[CH:6][C:5]([C:8](=O)[CH2:9][CH2:10][C:11]([OH:13])=[O:12])=[CH:4][CH:3]=1.Cl.[O:16]([NH2:18])[CH3:17].C(=O)([O-])[O-].[Na+].[Na+].[CH2:25](O)[CH3:26]. No catalyst specified. The product is [Cl:1][C:2]1[CH:7]=[CH:6][C:5]([C:8](=[N:18][O:16][CH3:17])[CH2:9][CH2:10][C:11]([O:13][CH2:25][CH3:26])=[O:12])=[CH:4][CH:3]=1. The yield is 0.706. (9) The reactants are [CH3:1][O:2][C:3](=[O:16])[C:4]1[CH:9]=[C:8](I)[C:7]([C:11]([F:14])([F:13])[F:12])=[CH:6][C:5]=1[NH2:15].[CH3:17][N:18]1[C:22]([Sn](CCCC)(CCCC)CCCC)=[CH:21][CH:20]=[N:19]1. The yield is 0.760. The product is [CH3:1][O:2][C:3](=[O:16])[C:4]1[CH:9]=[C:8]([C:22]2[N:18]([CH3:17])[N:19]=[CH:20][CH:21]=2)[C:7]([C:11]([F:14])([F:13])[F:12])=[CH:6][C:5]=1[NH2:15]. The catalyst is C1(C=CC=CC=1)[P](C1C=CC=CC=1)(C1C=CC=CC=1)[Pd][P](C1C=CC=CC=1)(C1C=CC=CC=1)C1C=CC=CC=1.O1CCOCC1. (10) The reactants are Br.Br[CH2:3][C:4]1[CH:9]=[CH:8][CH:7]=[CH:6][N:5]=1.[CH3:10][C:11]1[CH:16]=[C:15]([CH3:17])[CH:14]=[CH:13][C:12]=1[C:18]1[CH:19]=[CH:20][C:21](=[S:24])[NH:22][N:23]=1.CC[O-].[Na+]. The catalyst is CCO. The product is [CH3:10][C:11]1[CH:16]=[C:15]([CH3:17])[CH:14]=[CH:13][C:12]=1[C:18]1[N:23]=[N:22][C:21]([S:24][CH2:3][C:4]2[CH:9]=[CH:8][CH:7]=[CH:6][N:5]=2)=[CH:20][CH:19]=1. The yield is 0.350.